Dataset: Forward reaction prediction with 1.9M reactions from USPTO patents (1976-2016). Task: Predict the product of the given reaction. (1) Given the reactants [CH2:1]([O:8][C:9]1[C:10]([O:24][CH3:25])=[CH:11][C:12]([C:20]([CH3:23])([CH3:22])[CH3:21])=[C:13](/[CH:15]=[CH:16]/[C:17](O)=[O:18])[CH:14]=1)[C:2]1[CH:7]=[CH:6][CH:5]=[CH:4][CH:3]=1.C(Cl)(=O)C(Cl)=O.[CH2:32]([O:39][C:40]1[CH:41]=[C:42]([CH2:48][CH2:49][NH2:50])[CH:43]=[CH:44][C:45]=1[O:46][CH3:47])[C:33]1[CH:38]=[CH:37][CH:36]=[CH:35][CH:34]=1.CCN(C(C)C)C(C)C, predict the reaction product. The product is: [CH2:1]([O:8][C:9]1[C:10]([O:24][CH3:25])=[CH:11][C:12]([C:20]([CH3:21])([CH3:23])[CH3:22])=[C:13](/[CH:15]=[CH:16]/[C:17]([NH:50][CH2:49][CH2:48][C:42]2[CH:43]=[CH:44][C:45]([O:46][CH3:47])=[C:40]([O:39][CH2:32][C:33]3[CH:34]=[CH:35][CH:36]=[CH:37][CH:38]=3)[CH:41]=2)=[O:18])[CH:14]=1)[C:2]1[CH:3]=[CH:4][CH:5]=[CH:6][CH:7]=1. (2) Given the reactants [Cl:1][C:2]1[CH:3]=[C:4]([S:9]([N:12]2[C:21]3[C:16](=[CH:17][CH:18]=[C:19]([C:22]([NH:24][C:25]4[CH:33]=[CH:32][C:28]([C:29]([OH:31])=[O:30])=[C:27]([F:34])[CH:26]=4)=[O:23])[CH:20]=3)[CH2:15][CH2:14][CH2:13]2)(=[O:11])=[O:10])[CH:5]=[CH:6][C:7]=1[Cl:8].Cl[C:36]1C=C(S(Cl)(=O)=O)C=C[C:41]=1Cl, predict the reaction product. The product is: [CH2:36]([O:30][C:29](=[O:31])[C:28]1[CH:32]=[CH:33][C:25]([NH:24][C:22]([C:19]2[CH:20]=[C:21]3[C:16]([CH2:15][CH2:14][CH2:13][N:12]3[S:9]([C:4]3[CH:5]=[CH:6][C:7]([Cl:8])=[C:2]([Cl:1])[CH:3]=3)(=[O:11])=[O:10])=[CH:17][CH:18]=2)=[O:23])=[CH:26][C:27]=1[F:34])[CH3:41].